From a dataset of Full USPTO retrosynthesis dataset with 1.9M reactions from patents (1976-2016). Predict the reactants needed to synthesize the given product. (1) Given the product [NH2:26][C:19]1[C:18]2[N:17]=[C:16]([CH3:27])[N:15]([CH2:14][CH2:13][NH:12][C:10]([NH:9][P:4]([O:6][CH2:7][CH3:8])([O:3][CH2:1][CH3:2])=[O:5])=[O:11])[C:23]=2[C:22]([CH3:24])=[C:21]([CH3:25])[N:20]=1, predict the reactants needed to synthesize it. The reactants are: [CH2:1]([O:3][P:4]([N:9]=[C:10]=[O:11])([O:6][CH2:7][CH3:8])=[O:5])[CH3:2].[NH2:12][CH2:13][CH2:14][N:15]1[C:23]2[C:22]([CH3:24])=[C:21]([CH3:25])[N:20]=[C:19]([NH2:26])[C:18]=2[N:17]=[C:16]1[CH3:27]. (2) Given the product [C:14]([C:15]1[S:17][CH:2]=[C:3]([C:5]2[CH:10]=[CH:9][N:8]=[C:7]([S:11][CH3:12])[N:6]=2)[N:16]=1)([CH3:19])([CH3:18])[CH3:13], predict the reactants needed to synthesize it. The reactants are: Br[CH2:2][C:3]([C:5]1[CH:10]=[CH:9][N:8]=[C:7]([S:11][CH3:12])[N:6]=1)=O.[CH3:13][C:14]([CH3:19])([CH3:18])[C:15](=[S:17])[NH2:16].